This data is from NCI-60 drug combinations with 297,098 pairs across 59 cell lines. The task is: Regression. Given two drug SMILES strings and cell line genomic features, predict the synergy score measuring deviation from expected non-interaction effect. (1) Drug 1: CC1C(C(CC(O1)OC2CC(CC3=C2C(=C4C(=C3O)C(=O)C5=C(C4=O)C(=CC=C5)OC)O)(C(=O)C)O)N)O.Cl. Drug 2: CC1=C2C(C(=O)C3(C(CC4C(C3C(C(C2(C)C)(CC1OC(=O)C(C(C5=CC=CC=C5)NC(=O)C6=CC=CC=C6)O)O)OC(=O)C7=CC=CC=C7)(CO4)OC(=O)C)O)C)OC(=O)C. Cell line: MCF7. Synergy scores: CSS=29.9, Synergy_ZIP=-6.74, Synergy_Bliss=-4.40, Synergy_Loewe=-5.41, Synergy_HSA=-0.583. (2) Drug 1: CC1=CC2C(CCC3(C2CCC3(C(=O)C)OC(=O)C)C)C4(C1=CC(=O)CC4)C. Drug 2: CC1C(C(CC(O1)OC2CC(CC3=C2C(=C4C(=C3O)C(=O)C5=C(C4=O)C(=CC=C5)OC)O)(C(=O)CO)O)N)O.Cl. Cell line: OVCAR3. Synergy scores: CSS=40.4, Synergy_ZIP=2.57, Synergy_Bliss=3.23, Synergy_Loewe=-8.20, Synergy_HSA=2.25. (3) Drug 1: CCC1(CC2CC(C3=C(CCN(C2)C1)C4=CC=CC=C4N3)(C5=C(C=C6C(=C5)C78CCN9C7C(C=CC9)(C(C(C8N6C=O)(C(=O)OC)O)OC(=O)C)CC)OC)C(=O)OC)O.OS(=O)(=O)O. Drug 2: CCC1(CC2CC(C3=C(CCN(C2)C1)C4=CC=CC=C4N3)(C5=C(C=C6C(=C5)C78CCN9C7C(C=CC9)(C(C(C8N6C)(C(=O)OC)O)OC(=O)C)CC)OC)C(=O)OC)O.OS(=O)(=O)O. Cell line: U251. Synergy scores: CSS=48.9, Synergy_ZIP=7.80, Synergy_Bliss=8.90, Synergy_Loewe=6.32, Synergy_HSA=6.14. (4) Drug 1: CC(CN1CC(=O)NC(=O)C1)N2CC(=O)NC(=O)C2. Drug 2: CN(C)N=NC1=C(NC=N1)C(=O)N. Cell line: HS 578T. Synergy scores: CSS=22.3, Synergy_ZIP=-0.488, Synergy_Bliss=7.68, Synergy_Loewe=3.22, Synergy_HSA=6.49. (5) Drug 1: C1=NC2=C(N=C(N=C2N1C3C(C(C(O3)CO)O)F)Cl)N. Drug 2: C(CN)CNCCSP(=O)(O)O. Cell line: T-47D. Synergy scores: CSS=7.55, Synergy_ZIP=-1.83, Synergy_Bliss=4.10, Synergy_Loewe=-0.0805, Synergy_HSA=3.39.